Dataset: Forward reaction prediction with 1.9M reactions from USPTO patents (1976-2016). Task: Predict the product of the given reaction. (1) Given the reactants [OH:1][C:2]1[CH:7]=[CH:6][C:5]([C@@H:8]2[O:21][C:20]3[C:11](=[CH:12][C:13]4[CH2:14][C@@H:15]([C:31](O)=[O:32])[N:16]([C@H:22]([C:25]5[CH:30]=[CH:29][CH:28]=[CH:27][CH:26]=5)[CH2:23][CH3:24])[CH2:17][C:18]=4[CH:19]=3)[N:10]([CH3:34])[C:9]2=[O:35])=[CH:4][CH:3]=1.Cl.[CH3:37][O:38][C:39](=[O:57])[C@@H:40]([NH2:56])[CH2:41][C:42]1[CH:47]=[CH:46][C:45]([C:48]2[CH:53]=[CH:52][C:51]([C:54]#[N:55])=[CH:50][CH:49]=2)=[CH:44][CH:43]=1, predict the reaction product. The product is: [CH3:37][O:38][C:39](=[O:57])[C@@H:40]([NH:56][C:31]([C@@H:15]1[CH2:14][C:13]2[CH:12]=[C:11]3[C:20]([O:21][C@@H:8]([C:5]4[CH:6]=[CH:7][C:2]([OH:1])=[CH:3][CH:4]=4)[C:9](=[O:35])[N:10]3[CH3:34])=[CH:19][C:18]=2[CH2:17][N:16]1[C@H:22]([C:25]1[CH:30]=[CH:29][CH:28]=[CH:27][CH:26]=1)[CH2:23][CH3:24])=[O:32])[CH2:41][C:42]1[CH:47]=[CH:46][C:45]([C:48]2[CH:53]=[CH:52][C:51]([C:54]#[N:55])=[CH:50][CH:49]=2)=[CH:44][CH:43]=1. (2) Given the reactants [H-].[H-].[H-].[H-].[Li+].[Al+3].[Cl:7][C:8]1[C:12]([CH2:13][O:14][C:15]2[CH:20]=[CH:19][C:18]([CH2:21][CH2:22][C:23](OCC)=[O:24])=[C:17]([F:28])[C:16]=2[F:29])=[C:11]([C:30]2[CH:35]=[CH:34][C:33]([Cl:36])=[CH:32][CH:31]=2)[S:10][N:9]=1, predict the reaction product. The product is: [Cl:7][C:8]1[C:12]([CH2:13][O:14][C:15]2[CH:20]=[CH:19][C:18]([CH2:21][CH2:22][CH2:23][OH:24])=[C:17]([F:28])[C:16]=2[F:29])=[C:11]([C:30]2[CH:31]=[CH:32][C:33]([Cl:36])=[CH:34][CH:35]=2)[S:10][N:9]=1. (3) Given the reactants [CH2:1]([C:5]1[N:6]=[N:7][C:8]([O:18][CH:19]2[CH2:24][CH2:23][N:22]([CH3:25])[CH2:21][CH2:20]2)=[CH:9][C:10]=1[C:11]1[CH:16]=[CH:15][C:14]([OH:17])=[CH:13][CH:12]=1)[CH2:2][CH2:3][CH3:4].Br[CH2:27][C:28]1[N:29]=[N:30][CH:31]=[CH:32][CH:33]=1.C(=O)([O-])[O-].[K+].[K+].[ClH:40], predict the reaction product. The product is: [ClH:40].[ClH:40].[ClH:40].[CH2:1]([C:5]1[N:6]=[N:7][C:8]([O:18][CH:19]2[CH2:20][CH2:21][N:22]([CH3:25])[CH2:23][CH2:24]2)=[CH:9][C:10]=1[C:11]1[CH:12]=[CH:13][C:14]([O:17][CH2:27][C:28]2[N:29]=[N:30][CH:31]=[CH:32][CH:33]=2)=[CH:15][CH:16]=1)[CH2:2][CH2:3][CH3:4]. (4) The product is: [CH:30]1([CH:28]([OH:29])[C:27]([NH:26][C@@H:24]([CH3:25])[C:23]([N:19]2[CH2:20][CH2:21][CH2:22][C@@H:17]([C:15]([NH:14][C@@H:12]([C:8]3[CH:7]=[CH:6][C:5]4[C:10](=[CH:11][C:2](/[CH:36]=[CH:35]/[C:37]5([C:43]([OH:45])=[O:44])[CH2:42][O:41][CH2:40][O:39][CH2:38]5)=[CH:3][CH:4]=4)[N:9]=3)[CH3:13])=[O:16])[NH:18]2)=[O:34])=[O:33])[CH2:32][CH2:31]1. Given the reactants Br[C:2]1[CH:11]=[C:10]2[C:5]([CH:6]=[CH:7][C:8]([C@H:12]([NH:14][C:15]([C@@H:17]3[CH2:22][CH2:21][CH2:20][N:19]([C:23](=[O:34])[C@@H:24]([NH:26][C:27](=[O:33])[CH:28]([CH:30]4[CH2:32][CH2:31]4)[OH:29])[CH3:25])[NH:18]3)=[O:16])[CH3:13])=[N:9]2)=[CH:4][CH:3]=1.[CH:35]([C:37]1([C:43]([OH:45])=[O:44])[CH2:42][O:41][CH2:40][O:39][CH2:38]1)=[CH2:36].C(N(CC)CC)C.C1(C)C=CC=CC=1P(C1C=CC=CC=1C)C1C=CC=CC=1C, predict the reaction product. (5) Given the reactants [NH:1]1[C:5]2[CH2:6][S:7][CH2:8][C:4]=2[C:3]([NH2:9])=[N:2]1.[C:10]1([CH3:24])[CH:15]=[C:14]([CH3:16])[CH:13]=[C:12]([CH3:17])[C:11]=1[CH:18]=[C:19]([C:22]#[N:23])[C:20]#[N:21], predict the reaction product. The product is: [NH2:23][C:22]1[N:2]2[N:1]=[C:5]3[CH2:6][S:7][CH2:8][C:4]3=[C:3]2[N:9]=[C:18]([C:11]2[C:10]([CH3:24])=[CH:15][C:14]([CH3:16])=[CH:13][C:12]=2[CH3:17])[C:19]=1[C:20]#[N:21]. (6) Given the reactants [CH3:1][C:2]1[O:6][C:5]([C:7]2[CH:8]=[N:9][CH:10]=[CH:11][CH:12]=2)=[N:4][C:3]=1[CH2:13][C:14]([O:16]C)=[O:15].O.[OH-].[Li+].[OH-].[Na+], predict the reaction product. The product is: [CH3:1][C:2]1[O:6][C:5]([C:7]2[CH:8]=[N:9][CH:10]=[CH:11][CH:12]=2)=[N:4][C:3]=1[CH2:13][C:14]([OH:16])=[O:15]. (7) The product is: [CH:1]1([C:4]2[N:8]([C:19]3[C:18]([F:21])=[CH:17][C:16]([N+:22]([O-:24])=[O:23])=[CH:15][C:14]=3[F:13])[N:7]=[C:6]([C:9]([F:11])([F:12])[F:10])[CH:5]=2)[CH2:2][CH2:3]1. Given the reactants [CH:1]1([C:4]2[NH:8][N:7]=[C:6]([C:9]([F:12])([F:11])[F:10])[CH:5]=2)[CH2:3][CH2:2]1.[F:13][C:14]1[CH:15]=[C:16]([N+:22]([O-:24])=[O:23])[CH:17]=[C:18]([F:21])[C:19]=1F.[H-].[Na+], predict the reaction product. (8) Given the reactants [Si]([O:8][C@H:9]([CH3:34])[C@@H:10]([NH:24][C:25]1[CH:32]=[CH:31][C:28]([C:29]#[N:30])=[C:27]([Cl:33])[CH:26]=1)[C:11]1[O:12][C:13]([C:16]2[CH:21]=[CH:20][C:19]([C:22]#[N:23])=[CH:18][CH:17]=2)=[N:14][N:15]=1)(C(C)(C)C)(C)C.CCCC[N+](CCCC)(CCCC)CCCC.[F-], predict the reaction product. The product is: [Cl:33][C:27]1[CH:26]=[C:25]([NH:24][C@@H:10]([C:11]2[O:12][C:13]([C:16]3[CH:17]=[CH:18][C:19]([C:22]#[N:23])=[CH:20][CH:21]=3)=[N:14][N:15]=2)[C@H:9]([OH:8])[CH3:34])[CH:32]=[CH:31][C:28]=1[C:29]#[N:30]. (9) Given the reactants [O:1]=[C:2]1[NH:7][C:6]2[CH:8]=[C:9]([C:11]3[CH:16]=[CH:15][CH:14]=[CH:13][CH:12]=3)[S:10][C:5]=2[C:4](=[O:17])[N:3]1[CH:18]1[CH2:23][CH2:22][N:21]([C:24]([O:26][C:27]([CH3:30])([CH3:29])[CH3:28])=[O:25])[CH2:20][CH2:19]1.Cl[CH2:32][C:33]1[O:37][N:36]=[C:35]([CH2:38][S:39][CH3:40])[N:34]=1.C(=O)([O-])[O-].[K+].[K+], predict the reaction product. The product is: [CH3:40][S:39][CH2:38][C:35]1[N:34]=[C:33]([CH2:32][N:7]2[C:6]3[CH:8]=[C:9]([C:11]4[CH:16]=[CH:15][CH:14]=[CH:13][CH:12]=4)[S:10][C:5]=3[C:4](=[O:17])[N:3]([CH:18]3[CH2:23][CH2:22][N:21]([C:24]([O:26][C:27]([CH3:30])([CH3:29])[CH3:28])=[O:25])[CH2:20][CH2:19]3)[C:2]2=[O:1])[O:37][N:36]=1. (10) Given the reactants [C:1]([O:20][CH2:21][CH:22]([CH2:24][O:25][C:26](=[O:42])[CH2:27][CH2:28][CH2:29][CH2:30][CH2:31][CH2:32][CH2:33][CH2:34][CH2:35][CH2:36][CH2:37][CH2:38][CH2:39][CH2:40][CH3:41])[OH:23])(=[O:19])[CH2:2][CH2:3][CH2:4][CH2:5][CH2:6][CH2:7][CH2:8]/[CH:9]=[CH:10]\[CH2:11][CH2:12][CH2:13][CH2:14][CH2:15][CH2:16][CH2:17][CH3:18].C1(N=C=NC2CCCCC2)CCCCC1.CN(C1C=CC=CN=1)C.[CH2:67]([CH2:81][C:82](O)=[S:83])[CH2:68][CH2:69][CH2:70][CH2:71][CH2:72][CH2:73][CH2:74][CH2:75][CH2:76][CH2:77][CH2:78][CH2:79][CH3:80], predict the reaction product. The product is: [C:1]([O:20][CH:21]([C:82](=[S:83])[CH2:81][CH2:67][CH2:68][CH2:69][CH2:70][CH2:71][CH2:72][CH2:73][CH2:74][CH2:75][CH2:76][CH2:77][CH2:78][CH2:79][CH3:80])[CH:22]([CH2:24][O:25][C:26](=[O:42])[CH2:27][CH2:28][CH2:29][CH2:30][CH2:31][CH2:32][CH2:33][CH2:34][CH2:35][CH2:36][CH2:37][CH2:38][CH2:39][CH2:40][CH3:41])[OH:23])(=[O:19])[CH2:2][CH2:3][CH2:4][CH2:5][CH2:6][CH2:7][CH2:8]/[CH:9]=[CH:10]\[CH2:11][CH2:12][CH2:13][CH2:14][CH2:15][CH2:16][CH2:17][CH3:18].